Dataset: Buchwald-Hartwig C-N cross coupling reaction yields with 55,370 reactions. Task: Predict the reaction yield, written as a fraction of the theoretical maximum amount of product (1.0 means a 100% yield; for example, 0.34 means a 34% yield). (1) The reactants are Brc1ccccn1.Cc1ccc(N)cc1.O=S(=O)(O[Pd]1c2ccccc2-c2ccccc2N~1)C(F)(F)F.COc1ccc(OC)c(P([C@]23C[C@H]4C[C@H](C[C@H](C4)C2)C3)[C@]23C[C@H]4C[C@H](C[C@H](C4)C2)C3)c1-c1c(C(C)C)cc(C(C)C)cc1C(C)C.CN(C)C(=NC(C)(C)C)N(C)C.Cc1ccno1. No catalyst specified. The product is Cc1ccc(Nc2ccccn2)cc1. The yield is 0.375. (2) The reactants are Ic1cccnc1.Cc1ccc(N)cc1.O=S(=O)(O[Pd]1c2ccccc2-c2ccccc2N~1)C(F)(F)F.COc1ccc(OC)c(P([C@]23C[C@H]4C[C@H](C[C@H](C4)C2)C3)[C@]23C[C@H]4C[C@H](C[C@H](C4)C2)C3)c1-c1c(C(C)C)cc(C(C)C)cc1C(C)C.CCN=P(N=P(N(C)C)(N(C)C)N(C)C)(N(C)C)N(C)C.Cc1cc(-n2cccc2)no1. No catalyst specified. The product is Cc1ccc(Nc2cccnc2)cc1. The yield is 0.657.